Dataset: Forward reaction prediction with 1.9M reactions from USPTO patents (1976-2016). Task: Predict the product of the given reaction. (1) Given the reactants [C:1]([CH:4]([C:11]1[N:19]2[C:14]([C:15](=[O:29])[NH:16][C:17]([CH2:20][C:21]3[CH:26]=[CH:25][C:24]([O:27][CH3:28])=[CH:23][CH:22]=3)=[N:18]2)=[C:13]([CH3:30])[N:12]=1)[CH2:5][CH2:6][CH2:7][CH2:8][CH2:9][CH3:10])(=[O:3])[CH3:2].[BH4-].[Na+], predict the reaction product. The product is: [OH:3][CH:1]([CH:4]([C:11]1[N:19]2[C:14]([C:15](=[O:29])[NH:16][C:17]([CH2:20][C:21]3[CH:26]=[CH:25][C:24]([O:27][CH3:28])=[CH:23][CH:22]=3)=[N:18]2)=[C:13]([CH3:30])[N:12]=1)[CH2:5][CH2:6][CH2:7][CH2:8][CH2:9][CH3:10])[CH3:2]. (2) Given the reactants C(N(CC)CC)C.[Cl:8][C:9]1[C:18]([N+:19]([O-:21])=[O:20])=[C:17]([NH:22][CH2:23][CH2:24][NH2:25])[C:16]2[C:11](=[CH:12][CH:13]=[CH:14][CH:15]=2)[N:10]=1.[C:26](=O)([O:32]C(C)(C)C)[O:27][C:28]([CH3:31])([CH3:30])[CH3:29], predict the reaction product. The product is: [Cl:8][C:9]1[C:18]([N+:19]([O-:21])=[O:20])=[C:17]([NH:22][CH2:23][CH2:24][NH:25][C:26](=[O:32])[O:27][C:28]([CH3:31])([CH3:30])[CH3:29])[C:16]2[C:11](=[CH:12][CH:13]=[CH:14][CH:15]=2)[N:10]=1. (3) The product is: [C:1]([O:5][C:6]([N:8]1[CH2:17][CH2:16][C:15]2[C:10](=[CH:11][C:12]([O:18][C:31]3[CH:39]=[CH:38][C:34]([C:35](=[O:36])[NH2:37])=[CH:33][N:32]=3)=[CH:13][CH:14]=2)[CH2:9]1)=[O:7])([CH3:4])([CH3:2])[CH3:3]. Given the reactants [C:1]([O:5][C:6]([N:8]1[CH2:17][CH2:16][C:15]2[C:10](=[CH:11][C:12]([OH:18])=[CH:13][CH:14]=2)[CH2:9]1)=[O:7])([CH3:4])([CH3:3])[CH3:2].C(=O)([O-])[O-].[Cs+].[Cs+].CN(C)C=O.Cl[C:31]1[CH:39]=[CH:38][C:34]([C:35]([NH2:37])=[O:36])=[CH:33][N:32]=1, predict the reaction product. (4) Given the reactants [CH3:1][O:2][C:3](=[O:30])[NH:4][C@H:5]([C:9]([N:11]1[CH2:15][C@@H:14]([O:16][CH3:17])[CH2:13][C@H:12]1[C:18]1[NH:19][C:20]([C:23]2[CH:28]=[CH:27][C:26](Br)=[CH:25][CH:24]=2)=[CH:21][N:22]=1)=[O:10])[CH:6]([CH3:8])[CH3:7].[CH3:31][C:32]1([CH3:48])[C:36]([CH3:38])([CH3:37])[O:35][B:34]([B:34]2[O:35][C:36]([CH3:38])([CH3:37])[C:32]([CH3:48])([CH3:31])[O:33]2)[O:33]1.C([O-])(=O)C.[K+], predict the reaction product. The product is: [CH3:1][O:2][C:3](=[O:30])[NH:4][C@H:5]([C:9]([N:11]1[CH2:15][C@@H:14]([O:16][CH3:17])[CH2:13][C@H:12]1[C:18]1[NH:22][CH:21]=[C:20]([C:23]2[CH:28]=[CH:27][C:26]([B:34]3[O:35][C:36]([CH3:38])([CH3:37])[C:32]([CH3:48])([CH3:31])[O:33]3)=[CH:25][CH:24]=2)[N:19]=1)=[O:10])[CH:6]([CH3:8])[CH3:7].